This data is from Reaction yield outcomes from USPTO patents with 853,638 reactions. The task is: Predict the reaction yield, written as a fraction of the theoretical maximum amount of product (1.0 means a 100% yield; for example, 0.34 means a 34% yield). (1) The reactants are [C:1]([O:5][C:6]([N:8]1[CH2:13][CH2:12][C:11](=O)[CH2:10][CH2:9]1)=[O:7])([CH3:4])([CH3:3])[CH3:2].[NH:15]1[CH2:20][CH2:19]OCC1.CC[N:23](CC)CC.[Cl:28][C:29]1[CH:37]=[CH:36]C(C(Cl)=O)=[CH:31][C:30]=1[CH3:38]. The catalyst is C1C=CC=CC=1.C(Cl)Cl.C1(C)C=CC(S(O)(=O)=O)=CC=1.CCOCC.O. The product is [C:1]([O:5][C:6]([N:8]1[CH2:13][CH2:12][C:11]2[NH:23][N:15]=[C:20]([C:19]3[CH:36]=[CH:37][C:29]([Cl:28])=[C:30]([CH3:38])[CH:31]=3)[C:10]=2[CH2:9]1)=[O:7])([CH3:4])([CH3:3])[CH3:2]. The yield is 0.520. (2) The reactants are [CH2:1]([O:3][C:4]([N:6]1[C:14]2[C:9](=[CH:10][CH:11]=[C:12]([Cl:15])[CH:13]=2)/[C:8](=[CH:16]/[C:17]2[CH:22]=[CH:21][CH:20]=[C:19]([Cl:23])[CH:18]=2)/[C:7]1=[O:24])=[O:5])[CH3:2].[Br:25][C:26]1[CH:31]=[CH:30][CH:29]=[CH:28][C:27]=1[CH:32]=[N:33][C:34]([O:36][Si](C)(C)C)=[CH2:35]. The catalyst is C1(C)C=CC=CC=1. The product is [CH2:1]([O:3][C:4]([N:6]1[C:14]2[C:9](=[CH:10][CH:11]=[C:12]([Cl:15])[CH:13]=2)[C:8]2([CH:16]([C:17]3[CH:22]=[CH:21][CH:20]=[C:19]([Cl:23])[CH:18]=3)[CH2:35][C:34](=[O:36])[NH:33][CH:32]2[C:27]2[CH:28]=[CH:29][CH:30]=[CH:31][C:26]=2[Br:25])[C:7]1=[O:24])=[O:5])[CH3:2]. The yield is 0.690.